From a dataset of Reaction yield outcomes from USPTO patents with 853,638 reactions. Predict the reaction yield, written as a fraction of the theoretical maximum amount of product (1.0 means a 100% yield; for example, 0.34 means a 34% yield). (1) The reactants are [O:1]1[CH2:6][CH2:5][N:4]([C:7]2[N:12]=[C:11]([N:13]3[CH2:18][CH2:17][O:16][CH2:15][CH2:14]3)[N:10]=[C:9]([C:19]3[CH:24]=[CH:23][C:22]([NH:25][C:26](=[O:37])[NH:27][C:28]4[CH:36]=[CH:35][C:31]([C:32]([OH:34])=O)=[CH:30][CH:29]=4)=[CH:21][CH:20]=3)[N:8]=2)[CH2:3][CH2:2]1.CCN(C(C)C)C(C)C.CN(C(ON1N=NC2C=CC=CC1=2)=[N+](C)C)C.F[P-](F)(F)(F)(F)F.[CH3:71][N:72]([CH3:77])[CH2:73][CH2:74][NH:75][CH3:76]. The catalyst is CN1C(=O)CCC1. The product is [CH3:71][N:72]([CH3:77])[CH2:73][CH2:74][N:75]([CH3:76])[C:32](=[O:34])[C:31]1[CH:35]=[CH:36][C:28]([NH:27][C:26]([NH:25][C:22]2[CH:21]=[CH:20][C:19]([C:9]3[N:10]=[C:11]([N:13]4[CH2:14][CH2:15][O:16][CH2:17][CH2:18]4)[N:12]=[C:7]([N:4]4[CH2:5][CH2:6][O:1][CH2:2][CH2:3]4)[N:8]=3)=[CH:24][CH:23]=2)=[O:37])=[CH:29][CH:30]=1. The yield is 0.500. (2) The reactants are I[C:2]1[CH:7]=[CH:6][C:5]([CH3:8])=[CH:4][CH:3]=1.[CH3:9][C:10]1[CH:11]=[CH:12][C:13]([S:16]([NH2:19])(=[O:18])=[O:17])=[CH:14][CH:15]=1.C([O-])([O-])=O.[K+].[K+].CN[C@@H]1CCCC[C@H]1NC.[NH4+].[Cl-]. The catalyst is [Cu]I.CN(C)C=O. The product is [CH3:8][C:5]1[CH:6]=[CH:7][C:2]([NH:19][S:16]([C:13]2[CH:14]=[CH:15][C:10]([CH3:9])=[CH:11][CH:12]=2)(=[O:17])=[O:18])=[CH:3][CH:4]=1. The yield is 0.960. (3) The reactants are [OH:1][C:2]1[CH:7]=[C:6]([Cl:8])[N:5]=[N:4][C:3]=1Cl.[CH:10]1([C:13]2[CH:18]=[CH:17][CH:16]=[C:15]([CH3:19])[C:14]=2[OH:20])[CH2:12][CH2:11]1.C(C1C=CC=CC=1)(=O)C1C=CC=CC=1.[OH-].[K+].Cl. The catalyst is CO. The product is [Cl:8][C:6]1[N:5]=[N:4][C:3]([O:20][C:14]2[C:15]([CH3:19])=[CH:16][CH:17]=[CH:18][C:13]=2[CH:10]2[CH2:11][CH2:12]2)=[C:2]([OH:1])[CH:7]=1. The yield is 0.620. (4) The reactants are [O:1]1[CH2:16][CH:2]1[CH2:3][O:4][C:5]1[CH:10]=[CH:9][C:8]([CH2:11][C:12]([O:14][CH3:15])=[O:13])=[CH:7][CH:6]=1.[CH:17]([NH2:20])([CH3:19])[CH3:18].O. No catalyst specified. The product is [OH:1][CH:2]([CH2:16][NH:20][CH:17]([CH3:19])[CH3:18])[CH2:3][O:4][C:5]1[CH:10]=[CH:9][C:8]([CH2:11][C:12]([O:14][CH3:15])=[O:13])=[CH:7][CH:6]=1. The yield is 1.00. (5) The yield is 0.790. The product is [CH3:20][O:19][C:14]1[CH:15]=[CH:16][CH:17]=[CH:18][C:13]=1[C:12]1[C:3]([CH2:2][N:24]2[CH2:28][CH2:27][CH2:26][CH2:25]2)=[C:4]2[C:9](=[CH:10][CH:11]=1)[NH:8][C:7]([CH3:22])([CH3:21])[CH:6]=[C:5]2[CH3:23]. The catalyst is CN(C)C=O.C(OCC)(=O)C. The reactants are Cl[CH2:2][C:3]1[C:12]([C:13]2[CH:18]=[CH:17][CH:16]=[CH:15][C:14]=2[O:19][CH3:20])=[CH:11][CH:10]=[C:9]2[C:4]=1[C:5]([CH3:23])=[CH:6][C:7]([CH3:22])([CH3:21])[NH:8]2.[NH:24]1[CH2:28][CH2:27][CH2:26][CH2:25]1.C(=O)([O-])[O-].[K+].[K+].